This data is from Full USPTO retrosynthesis dataset with 1.9M reactions from patents (1976-2016). The task is: Predict the reactants needed to synthesize the given product. (1) Given the product [CH:11]([C:8]1[CH:7]=[C:6]([OH:25])[CH:5]=[C:4]([CH:2]([CH3:1])[CH3:3])[C:9]=1[OH:10])([CH3:13])[CH3:12], predict the reactants needed to synthesize it. The reactants are: [CH3:1][CH:2]([C:4]1[CH:5]=[CH:6][CH:7]=[C:8]([CH:11]([CH3:13])[CH3:12])[C:9]=1[OH:10])[CH3:3].C1C=CC(=O)/C(=C\NCCN/C=C2\C(C=CC=C\2)=[O:25])/C=1.[BH4-].[Na+]. (2) Given the product [CH3:9][N:10]([CH2:12][C:13]1[C:21]2[O:20][N:19]=[C:18]([CH2:22][CH2:23][CH:24]3[CH2:29][CH2:28][N:27]([CH2:1][C:2]4[CH:7]=[CH:6][CH:5]=[CH:4][CH:3]=4)[CH2:26][CH2:25]3)[C:17]=2[CH:16]=[CH:15][C:14]=1[O:30][CH2:31][CH:32]1[CH2:33][CH2:34]1)[CH3:11], predict the reactants needed to synthesize it. The reactants are: [CH:1](=O)[C:2]1[CH:7]=[CH:6][CH:5]=[CH:4][CH:3]=1.[CH3:9][N:10]([CH2:12][C:13]1[C:21]2[O:20][N:19]=[C:18]([CH2:22][CH2:23][CH:24]3[CH2:29][CH2:28][NH:27][CH2:26][CH2:25]3)[C:17]=2[CH:16]=[CH:15][C:14]=1[O:30][CH2:31][CH:32]1[CH2:34][CH2:33]1)[CH3:11]. (3) Given the product [CH3:21][S:18]([N:15]1[CH2:16][CH2:17][N:12]([CH2:11][C:9]2[S:10][C:5]3[C:4]([N:22]4[CH2:27][CH2:26][O:25][CH2:24][CH2:23]4)=[N:3][C:2]([C:36]4[C:37]([C:43]([F:46])([F:45])[F:44])=[N:38][C:39]([NH2:42])=[N:40][CH:41]=4)=[N:7][C:6]=3[CH:8]=2)[CH2:13][CH2:14]1)(=[O:20])=[O:19], predict the reactants needed to synthesize it. The reactants are: Cl[C:2]1[N:3]=[C:4]([N:22]2[CH2:27][CH2:26][O:25][CH2:24][CH2:23]2)[C:5]2[S:10][C:9]([CH2:11][N:12]3[CH2:17][CH2:16][N:15]([S:18]([CH3:21])(=[O:20])=[O:19])[CH2:14][CH2:13]3)=[CH:8][C:6]=2[N:7]=1.CC1(C)C(C)(C)OB([C:36]2[C:37]([C:43]([F:46])([F:45])[F:44])=[N:38][C:39]([NH2:42])=[N:40][CH:41]=2)O1. (4) The reactants are: [Br:1][C:2]1[CH:12]=[CH:11][C:5]([CH:6]=[CH:7][C:8](O)=[O:9])=[CH:4][CH:3]=1.C(N(CC)CC)C.ClC(OCC)=O.[N-:26]=[N+:27]=[N-:28].[Na+]. Given the product [Br:1][C:2]1[CH:12]=[CH:11][C:5]([CH:6]=[CH:7][C:8]([N:26]=[N+:27]=[N-:28])=[O:9])=[CH:4][CH:3]=1, predict the reactants needed to synthesize it. (5) Given the product [C:19]1([P:7]([C:1]2[CH:2]=[CH:3][CH:4]=[CH:5][CH:6]=2)([C:8]2[CH:9]=[CH:10][CH:11]=[C:12]3[C:17]=2[NH:16][CH:15]([CH3:18])[CH:14]=[CH:13]3)=[O:27])[CH:20]=[CH:21][CH:22]=[CH:23][CH:24]=1, predict the reactants needed to synthesize it. The reactants are: [C:1]1([P:7]([C:19]2[CH:24]=[CH:23][CH:22]=[CH:21][CH:20]=2)[C:8]2[CH:9]=[CH:10][CH:11]=[C:12]3[C:17]=2[NH:16][CH:15]([CH3:18])[CH:14]=[CH:13]3)[CH:6]=[CH:5][CH:4]=[CH:3][CH:2]=1.OO.[O-:27]S([O-])=O.[Na+].[Na+]. (6) Given the product [C:16]([C:18]1[CH:19]=[C:20]([S:24]([N:11]2[C@H:10]([CH3:15])[CH2:9][N:8]([CH2:1][C:2]3[CH:3]=[CH:4][CH:5]=[CH:6][CH:7]=3)[CH2:13][C@@H:12]2[CH3:14])(=[O:26])=[O:25])[CH:21]=[CH:22][CH:23]=1)#[N:17], predict the reactants needed to synthesize it. The reactants are: [CH2:1]([N:8]1[CH2:13][C@@H:12]([CH3:14])[NH:11][C@@H:10]([CH3:15])[CH2:9]1)[C:2]1[CH:7]=[CH:6][CH:5]=[CH:4][CH:3]=1.[C:16]([C:18]1[CH:19]=[C:20]([S:24](Cl)(=[O:26])=[O:25])[CH:21]=[CH:22][CH:23]=1)#[N:17]. (7) Given the product [N+:1]([C:11]1[CH:12]=[CH:13][C:8]2[CH2:7][CH:6]([C:14]#[N:15])[C:9]=2[CH:10]=1)([O-:4])=[O:2], predict the reactants needed to synthesize it. The reactants are: [N+:1]([O-:4])([O-])=[O:2].[Na+].[CH:6]1([C:14]#[N:15])[C:9]2[CH:10]=[CH:11][CH:12]=[CH:13][C:8]=2[CH2:7]1. (8) Given the product [N+:15]([C:18]1[CH:19]=[CH:20][C:21]([OH:26])=[C:22]([C:23]2[NH:1][N:2]=[C:3]([C:5]3[CH:10]=[CH:9][C:8]([C:11]([F:12])([F:13])[F:14])=[CH:7][N:6]=3)[N:4]=2)[CH:25]=1)([O-:17])=[O:16], predict the reactants needed to synthesize it. The reactants are: [NH2:1][NH:2][C:3]([C:5]1[CH:10]=[CH:9][C:8]([C:11]([F:14])([F:13])[F:12])=[CH:7][N:6]=1)=[NH:4].[N+:15]([C:18]1[CH:19]=[CH:20][C:21]([OH:26])=[C:22]([CH:25]=1)[CH:23]=O)([O-:17])=[O:16].